Dataset: Catalyst prediction with 721,799 reactions and 888 catalyst types from USPTO. Task: Predict which catalyst facilitates the given reaction. (1) Reactant: [H-].[Al+3].[Li+].[H-].[H-].[H-].[O:7]1[CH2:11][CH2:10][CH2:9][CH2:8]1.[O:12]1[CH2:17][CH2:16][C:15](=[O:18])[CH2:14][CH2:13]1.[OH-:19].[Na+]. Product: [CH2:8]([O:7][C:11](=[O:19])[CH2:10][O:18][CH:15]1[CH2:16][CH2:17][O:12][CH2:13][CH2:14]1)[CH3:9]. The catalyst class is: 280. (2) Reactant: O.[CH2:2]([O:9][C:10]1[CH:11]=[C:12]2[C:16](=[CH:17][C:18]=1[OH:19])[C:15](=[O:20])[CH2:14][CH2:13]2)[C:3]1[CH:8]=[CH:7][CH:6]=[CH:5][CH:4]=1.[N+:21]([O-])([OH:23])=[O:22]. Product: [CH2:2]([O:9][C:10]1[CH:11]=[C:12]2[C:16](=[C:17]([N+:21]([O-:23])=[O:22])[C:18]=1[OH:19])[C:15](=[O:20])[CH2:14][CH2:13]2)[C:3]1[CH:8]=[CH:7][CH:6]=[CH:5][CH:4]=1. The catalyst class is: 15.